Dataset: NCI-60 drug combinations with 297,098 pairs across 59 cell lines. Task: Regression. Given two drug SMILES strings and cell line genomic features, predict the synergy score measuring deviation from expected non-interaction effect. (1) Drug 1: C1CCN(CC1)CCOC2=CC=C(C=C2)C(=O)C3=C(SC4=C3C=CC(=C4)O)C5=CC=C(C=C5)O. Drug 2: CC1=C2C(C(=O)C3(C(CC4C(C3C(C(C2(C)C)(CC1OC(=O)C(C(C5=CC=CC=C5)NC(=O)OC(C)(C)C)O)O)OC(=O)C6=CC=CC=C6)(CO4)OC(=O)C)O)C)O. Cell line: CCRF-CEM. Synergy scores: CSS=49.8, Synergy_ZIP=17.1, Synergy_Bliss=18.6, Synergy_Loewe=-36.6, Synergy_HSA=15.6. (2) Drug 1: C1=CN(C(=O)N=C1N)C2C(C(C(O2)CO)O)O.Cl. Drug 2: C1CC(=O)NC(=O)C1N2C(=O)C3=CC=CC=C3C2=O. Cell line: PC-3. Synergy scores: CSS=14.2, Synergy_ZIP=-0.854, Synergy_Bliss=-2.33, Synergy_Loewe=-9.55, Synergy_HSA=-2.24. (3) Drug 1: C1=CC=C(C=C1)NC(=O)CCCCCCC(=O)NO. Drug 2: C1C(C(OC1N2C=NC3=C2NC=NCC3O)CO)O. Cell line: SK-MEL-28. Synergy scores: CSS=12.2, Synergy_ZIP=-4.47, Synergy_Bliss=-1.42, Synergy_Loewe=-10.4, Synergy_HSA=-4.47. (4) Drug 1: C1CCN(CC1)CCOC2=CC=C(C=C2)C(=O)C3=C(SC4=C3C=CC(=C4)O)C5=CC=C(C=C5)O. Drug 2: CC1=CC2C(CCC3(C2CCC3(C(=O)C)OC(=O)C)C)C4(C1=CC(=O)CC4)C. Cell line: NCI-H522. Synergy scores: CSS=5.64, Synergy_ZIP=-0.190, Synergy_Bliss=1.57, Synergy_Loewe=0.239, Synergy_HSA=0.739. (5) Drug 1: C1CC(=O)NC(=O)C1N2CC3=C(C2=O)C=CC=C3N. Drug 2: C(CC(=O)O)C(=O)CN.Cl. Cell line: T-47D. Synergy scores: CSS=-1.43, Synergy_ZIP=-1.83, Synergy_Bliss=-5.02, Synergy_Loewe=-4.29, Synergy_HSA=-4.24. (6) Drug 1: CC=C1C(=O)NC(C(=O)OC2CC(=O)NC(C(=O)NC(CSSCCC=C2)C(=O)N1)C(C)C)C(C)C. Drug 2: CCN(CC)CCCC(C)NC1=C2C=C(C=CC2=NC3=C1C=CC(=C3)Cl)OC. Cell line: HCT-15. Synergy scores: CSS=12.3, Synergy_ZIP=-6.29, Synergy_Bliss=-4.28, Synergy_Loewe=-3.88, Synergy_HSA=-3.22.